Predict the product of the given reaction. From a dataset of Forward reaction prediction with 1.9M reactions from USPTO patents (1976-2016). (1) Given the reactants [NH2:1][C:2]1[CH:3]=[C:4]([CH:14]=[CH:15][C:16]=1[O:17][CH3:18])[C:5]([NH:7][C:8]1[CH:13]=[CH:12][CH:11]=[CH:10][CH:9]=1)=[O:6].[N:19]1[CH:24]=[CH:23][CH:22]=[C:21]([N:25]=[C:26]=[S:27])[CH:20]=1, predict the reaction product. The product is: [CH3:18][O:17][C:16]1[CH:15]=[CH:14][C:4]([C:5]([NH:7][C:8]2[CH:13]=[CH:12][CH:11]=[CH:10][CH:9]=2)=[O:6])=[CH:3][C:2]=1[NH:1][C:26]([NH:25][C:21]1[CH:20]=[N:19][CH:24]=[CH:23][CH:22]=1)=[S:27]. (2) Given the reactants C([O:4][C:5]1[CH:6]=[C:7]2[C:12](=[CH:13][CH:14]=1)[CH:11]=[C:10]([C:15]([N:17]1[CH2:22][CH2:21][CH:20]([C:23]([O:25][CH3:26])=[O:24])[CH2:19][CH2:18]1)=[O:16])[CH:9]=[CH:8]2)(=O)C.C([O-])([O-])=O.[K+].[K+], predict the reaction product. The product is: [OH:4][C:5]1[CH:6]=[C:7]2[C:12](=[CH:13][CH:14]=1)[CH:11]=[C:10]([C:15]([N:17]1[CH2:22][CH2:21][CH:20]([C:23]([O:25][CH3:26])=[O:24])[CH2:19][CH2:18]1)=[O:16])[CH:9]=[CH:8]2. (3) Given the reactants [O:1]=[C:2]1[CH2:9][CH2:8][O:7][CH2:6][CH2:5][N:4]([C:10]([O:12][C:13]([CH3:16])([CH3:15])[CH3:14])=[O:11])[CH2:3]1.[NH4+].[Cl-].[CH2:19]1COCC1, predict the reaction product. The product is: [OH:1][C:2]1([CH3:19])[CH2:9][CH2:8][O:7][CH2:6][CH2:5][N:4]([C:10]([O:12][C:13]([CH3:16])([CH3:15])[CH3:14])=[O:11])[CH2:3]1. (4) Given the reactants CS(Cl)(=O)=O.[Cl:6][C:7]1[CH:11]=[C:10]([C:12]([OH:14])=O)[N:9]([C:15]2[C:20]([Cl:21])=[CH:19][CH:18]=[CH:17][N:16]=2)[N:8]=1.[CH2:22]([N:24](CC)CC)C.[Na+].[NH2:30][C:31]1[C:32]([C:38]([O-:40])=O)=[N:33][CH:34]=[N:35][C:36]=1[CH3:37], predict the reaction product. The product is: [Cl:6][C:7]1[CH:11]=[C:10]([C:12]([NH:30][C:31]2[C:32]([C:38]([NH:24][CH3:22])=[O:40])=[N:33][CH:34]=[N:35][C:36]=2[CH3:37])=[O:14])[N:9]([C:15]2[C:20]([Cl:21])=[CH:19][CH:18]=[CH:17][N:16]=2)[N:8]=1. (5) Given the reactants [CH3:1][NH:2]/[C:3](/[NH:8][CH2:9][CH2:10][S:11][CH2:12][C:13]1[O:17][C:16]([CH2:18][N:19]([CH3:21])[CH3:20])=[CH:15][CH:14]=1)=[CH:4]\[N+:5]([O-:7])=[O:6].[ClH:22], predict the reaction product. The product is: [CH3:1][NH:2][C:3]([NH:8][CH2:9][CH2:10][S:11][CH2:12][C:13]1[O:17][C:16]([CH2:18][N:19]([CH3:20])[CH3:21])=[CH:15][CH:14]=1)=[CH:4][N+:5]([O-:7])=[O:6].[ClH:22]. (6) Given the reactants [CH2:1]([O:8][C:9]1[CH:14]=[CH:13][N:12]([C:15]2[CH:16]=[CH:17][C:18]3[S:27][C:26]4[CH2:25][CH2:24][CH2:23][N:22](C(OC(C)(C)C)=O)[CH2:21][C:20]=4[C:19]=3[CH:35]=2)[C:11](=[O:36])[CH:10]=1)[C:2]1[CH:7]=[CH:6][CH:5]=[CH:4][CH:3]=1.[ClH:37], predict the reaction product. The product is: [ClH:37].[CH2:1]([O:8][C:9]1[CH:14]=[CH:13][N:12]([C:15]2[CH:16]=[CH:17][C:18]3[S:27][C:26]4[CH2:25][CH2:24][CH2:23][NH:22][CH2:21][C:20]=4[C:19]=3[CH:35]=2)[C:11](=[O:36])[CH:10]=1)[C:2]1[CH:7]=[CH:6][CH:5]=[CH:4][CH:3]=1. (7) The product is: [CH3:41][N:42]([CH3:46])[C:43]([N:24]1[CH2:23][CH2:22][C:21]2[CH:27]=[CH:28][C:18]([NH:17][C:15]3[N:16]=[C:9]4[C:8]([C:6]5[CH:7]=[C:2]([Cl:1])[CH:3]=[CH:4][C:5]=5[O:29][CH2:30][CH:31]([F:33])[F:32])=[CH:13][CH:12]=[CH:11][N:10]4[N:14]=3)=[CH:19][C:20]=2[CH2:26][CH2:25]1)=[O:44]. Given the reactants [Cl:1][C:2]1[CH:3]=[CH:4][C:5]([O:29][CH2:30][CH:31]([F:33])[F:32])=[C:6]([C:8]2[C:9]3[N:10]([N:14]=[C:15]([NH:17][C:18]4[CH:28]=[CH:27][C:21]5[CH2:22][CH2:23][NH:24][CH2:25][CH2:26][C:20]=5[CH:19]=4)[N:16]=3)[CH:11]=[CH:12][CH:13]=2)[CH:7]=1.C(N(CC)CC)C.[CH3:41][N:42]([CH3:46])[C:43](Cl)=[O:44], predict the reaction product.